From a dataset of Experimentally validated miRNA-target interactions with 360,000+ pairs, plus equal number of negative samples. Binary Classification. Given a miRNA mature sequence and a target amino acid sequence, predict their likelihood of interaction. (1) The miRNA is mmu-miR-669n with sequence AUUUGUGUGUGGAUGUGUGU. The protein sequence of the target gene is MAAAALPAWLSLQSRARTLRAFSTAVYSATPVPTPSLPERTPGNERPPRRKALPPRTEKMAVDQDWPSVYPVAAPFKPSAVPLPVRMGYPVKKGVPMAKEGNLELLKIPNFLHLTPVAIKKHCEALKDFCTEWPAALDSDEKCEKHFPIEIDSTDYVSSGPSVRNPRARVVVLRVKLSSLNLDDHAKKKLIKLVGERYCKTTDVLTIKTDRCPLRRQNYDYAVYLLTVLYHESWNTEEWEKSKTEADMEEYIWENSSSERNILETLLQMKAAEKNMEINKEELLGTKEIEEYKKSVVSLK.... Result: 0 (no interaction). (2) The miRNA is hsa-miR-4698 with sequence UCAAAAUGUAGAGGAAGACCCCA. The protein sequence of the target gene is MAPSTPLLTVRGSEGLYMVNGPPHFTESTVFPRESGKNCKVCIFSKDGTLFAWGNGEKVNIISVTNKGLLHSFDLLKAVCLEFSPKNTVLATWQPYTTSKDGTAGIPNLQLYDVKTGTCLKSFIQKKMQNWCPSWSEDETLCARNVNNEVHFFENNNFNTIANKLHLQKINDFVLSPGPQPYKVAVYVPGSKGAPSFVRLYQYPNFAGPHAALANKSFFKADKVTMLWNKKATAVLVIASTDVDKTGASYYGEQTLHYIATNGESAVVQLPKNGPIYDVVWNSSSTEFCAVYGFMPAKAT.... Result: 0 (no interaction).